This data is from Forward reaction prediction with 1.9M reactions from USPTO patents (1976-2016). The task is: Predict the product of the given reaction. (1) Given the reactants FC(F)(F)C([N:5]1[CH2:11][CH:10]([CH3:12])[C:9]2[CH:13]=[C:14]([Cl:19])[C:15]([O:17][CH3:18])=[CH:16][C:8]=2[CH2:7][CH2:6]1)=O.[OH-].[Na+], predict the reaction product. The product is: [Cl:19][C:14]1[C:15]([O:17][CH3:18])=[CH:16][C:8]2[CH2:7][CH2:6][NH:5][CH2:11][CH:10]([CH3:12])[C:9]=2[CH:13]=1. (2) Given the reactants [CH3:1][S:2]([C:5]1[CH:10]=[CH:9][C:8]([CH3:11])=[CH:7][CH:6]=1)(=[O:4])=[O:3].P(Cl)(OCC)(OCC)=O.[Cl:21][C:22]1[CH:23]=[CH:24][C:25]([CH3:30])=[C:26]([CH:29]=1)[CH:27]=O.O, predict the reaction product. The product is: [CH3:11][C:8]1[CH:9]=[CH:10][C:5]([S:2](/[CH:1]=[CH:27]/[C:26]2[CH:29]=[C:22]([Cl:21])[CH:23]=[CH:24][C:25]=2[CH3:30])(=[O:3])=[O:4])=[CH:6][CH:7]=1.